From a dataset of Catalyst prediction with 721,799 reactions and 888 catalyst types from USPTO. Predict which catalyst facilitates the given reaction. (1) Reactant: CS(C)=O.[O:5]([CH2:12][CH2:13][N:14]1[C:23]2[C:18](=[C:19]([CH2:24][OH:25])[CH:20]=[CH:21][CH:22]=2)[CH2:17][CH2:16][CH2:15]1)[C:6]1[CH:11]=[CH:10][CH:9]=[CH:8][CH:7]=1. Product: [O:5]([CH2:12][CH2:13][N:14]1[C:23]2[CH:22]=[CH:21][CH:20]=[C:19]([CH:24]=[O:25])[C:18]=2[CH2:17][CH2:16][CH2:15]1)[C:6]1[CH:11]=[CH:10][CH:9]=[CH:8][CH:7]=1. The catalyst class is: 6. (2) Product: [Cl:24][C:22]1[CH:23]=[C:2]([C:33]2[CH:34]=[CH:35][C:36]([C:39]([NH:41][CH2:42][CH2:43][C:44]([O:46][CH2:47][CH3:48])=[O:45])=[O:40])=[N:37][CH:38]=2)[CH:3]=[C:4]([C:5](=[O:6])[NH:7][C:8]2[CH:13]=[CH:12][C:11]([C:14]3[CH:19]=[CH:18][C:17]([Cl:20])=[CH:16][CH:15]=3)=[CH:10][CH:9]=2)[CH:21]=1. Reactant: Br[C:2]1[CH:3]=[C:4]([CH:21]=[C:22]([Cl:24])[CH:23]=1)[C:5]([NH:7][C:8]1[CH:13]=[CH:12][C:11]([C:14]2[CH:19]=[CH:18][C:17]([Cl:20])=[CH:16][CH:15]=2)=[CH:10][CH:9]=1)=[O:6].CC1(C)C(C)(C)OB([C:33]2[CH:34]=[CH:35][C:36]([C:39]([NH:41][CH2:42][CH2:43][C:44]([O:46][CH2:47][CH3:48])=[O:45])=[O:40])=[N:37][CH:38]=2)O1.C([O-])([O-])=O.[K+].[K+].O. The catalyst class is: 800. (3) Reactant: [Cl:1][C:2]1[C:7]([Cl:8])=[CH:6][CH:5]=[CH:4][C:3]=1[CH:9]([NH2:17])[CH2:10][C:11]1[CH:16]=[CH:15][N:14]=[CH:13][CH:12]=1.Cl[CH2:19][CH2:20][N:21]=[C:22]=[S:23]. The catalyst class is: 4. Product: [Cl:1][C:2]1[C:7]([Cl:8])=[CH:6][CH:5]=[CH:4][C:3]=1[CH:9]([N:17]=[C:22]1[NH:21][CH2:20][CH2:19][S:23]1)[CH2:10][C:11]1[CH:12]=[CH:13][N:14]=[CH:15][CH:16]=1. (4) Reactant: Br[CH2:2][C:3]([O:5][CH2:6][CH3:7])=[O:4].[N-:8]=[N+:9]=[N-:10].[Na+]. Product: [N:8]([CH2:2][C:3]([O:5][CH2:6][CH3:7])=[O:4])=[N+:9]=[N-:10]. The catalyst class is: 40.